Task: Predict the reactants needed to synthesize the given product.. Dataset: Full USPTO retrosynthesis dataset with 1.9M reactions from patents (1976-2016) (1) Given the product [Br:9][C:10]1[C:11](=[O:34])[N:12]([CH2:26][C:27]2[CH:32]=[CH:31][CH:30]=[C:29]([F:33])[CH:28]=2)[CH:13]=[CH:14][C:15]=1[NH:16][CH2:17][C:18]1[CH:23]=[CH:22][C:21]([F:24])=[CH:20][C:19]=1[F:25], predict the reactants needed to synthesize it. The reactants are: BrN1C(=O)CCC1=O.[Br:9][C:10]1[C:11](=[O:34])[N:12]([CH2:26][C:27]2[CH:32]=[CH:31][CH:30]=[C:29]([F:33])[CH:28]=2)[CH:13]=[CH:14][C:15]=1[NH:16][CH2:17][C:18]1[CH:23]=[CH:22][C:21]([F:24])=[CH:20][C:19]=1[F:25].C([O-])(O)=O.[Na+]. (2) Given the product [CH3:1][N:2]([CH2:3][CH2:4][C:5]1[CH:10]=[CH:9][N:8]=[CH:7][CH:6]=1)[S:21]([C:20]1[C:16]2[CH2:15][CH2:14][CH2:13][C:12](=[O:11])[C:17]=2[S:18][CH:19]=1)(=[O:22])=[O:23], predict the reactants needed to synthesize it. The reactants are: [CH3:1][NH:2][CH2:3][CH2:4][C:5]1[CH:10]=[CH:9][N:8]=[CH:7][CH:6]=1.[O:11]=[C:12]1[C:17]2[S:18][CH:19]=[C:20]([S:21](Cl)(=[O:23])=[O:22])[C:16]=2[CH2:15][CH2:14][CH2:13]1. (3) Given the product [C:15]([C@:2]1([OH:1])[CH2:10][CH2:9][CH2:8][C@@H:7]2[C@H:3]1[CH2:4][CH2:5][N:6]2[C:11]([O:13][CH3:14])=[O:12])#[CH:16], predict the reactants needed to synthesize it. The reactants are: [OH:1][C@@:2]1([C:15]#[C:16][Si](C)(C)C)[CH2:10][CH2:9][CH2:8][C@@H:7]2[C@H:3]1[CH2:4][CH2:5][N:6]2[C:11]([O:13][CH3:14])=[O:12].C([O-])([O-])=O.[K+].[K+]. (4) Given the product [C:1]1([CH2:7][C:8]([NH:10][CH2:11][CH2:12][C:13]2[CH:14]=[CH:15][CH:16]=[C:17]3[C:22]=2[CH:21]=[C:20]([C:23]([Cl:28])=[O:25])[CH:19]=[CH:18]3)=[O:9])[CH:6]=[CH:5][CH:4]=[CH:3][CH:2]=1, predict the reactants needed to synthesize it. The reactants are: [C:1]1([CH2:7][C:8]([NH:10][CH2:11][CH2:12][C:13]2[CH:14]=[CH:15][CH:16]=[C:17]3[C:22]=2[CH:21]=[C:20]([C:23]([OH:25])=O)[CH:19]=[CH:18]3)=[O:9])[CH:6]=[CH:5][CH:4]=[CH:3][CH:2]=1.S(Cl)([Cl:28])=O. (5) Given the product [N+:1]([C:4]1[CH:5]=[C:6](/[CH:10]=[CH:11]/[CH2:12][OH:13])[CH:7]=[CH:8][CH:9]=1)([O-:3])=[O:2], predict the reactants needed to synthesize it. The reactants are: [N+:1]([C:4]1[CH:5]=[C:6](/[CH:10]=[CH:11]/[C:12](OCC)=[O:13])[CH:7]=[CH:8][CH:9]=1)([O-:3])=[O:2].[H-].C([Al+]CC(C)C)C(C)C.Cl. (6) Given the product [C:25]([N:28]1[CH2:33][CH2:32][O:31][CH:30]([C:34]([NH:64][C:57]2[CH:56]=[C:55]([C:50]3[CH:51]=[CH:52][CH:53]=[C:54]4[C:49]=3[CH:48]=[CH:47][NH:46]4)[CH:63]=[C:62]3[C:58]=2[CH:59]=[N:60][NH:61]3)=[O:36])[CH2:29]1)(=[O:27])[CH3:26], predict the reactants needed to synthesize it. The reactants are: CN(C(ON1N=NC2C=CC=NC1=2)=[N+](C)C)C.F[P-](F)(F)(F)(F)F.[C:25]([N:28]1[CH2:33][CH2:32][O:31][CH:30]([C:34]([OH:36])=O)[CH2:29]1)(=[O:27])[CH3:26].CCN(C(C)C)C(C)C.[NH:46]1[C:54]2[C:49](=[C:50]([C:55]3[CH:56]=[C:57]([NH2:64])[C:58]4[CH:59]=[N:60][NH:61][C:62]=4[CH:63]=3)[CH:51]=[CH:52][CH:53]=2)[CH:48]=[CH:47]1.